Predict the reactants needed to synthesize the given product. From a dataset of Full USPTO retrosynthesis dataset with 1.9M reactions from patents (1976-2016). (1) Given the product [CH3:32][C:7]1[N:8]=[CH:9][C:10]2[C:5]([CH:6]=1)=[CH:4][C:3]([OH:2])=[C:12]([C:13]1[N:18]=[N:17][C:16]([N:19]3[CH2:24][CH2:23][NH:22][CH2:21][CH2:20]3)=[CH:15][CH:14]=1)[CH:11]=2, predict the reactants needed to synthesize it. The reactants are: C[O:2][C:3]1[CH:4]=[C:5]2[C:10](=[CH:11][C:12]=1[C:13]1[N:18]=[N:17][C:16]([N:19]3[CH2:24][CH2:23][N:22](C(OC(C)(C)C)=O)[CH2:21][CH2:20]3)=[CH:15][CH:14]=1)[CH:9]=[N:8][C:7]([CH3:32])=[CH:6]2.Cl.N1C=CC=CC=1. (2) The reactants are: Cl.[CH2:2]1[C:7]2([CH2:12][CH2:11][NH:10][CH2:9][CH2:8]2)[CH2:6][CH2:5][N:4]([C:13]([O:15][C:16]([CH3:19])([CH3:18])[CH3:17])=[O:14])[CH2:3]1.[CH3:20][O:21][C:22]1[CH:36]=[CH:35][CH:34]=[CH:33][C:23]=1[O:24][C:25]1[CH:32]=[CH:31][CH:30]=[CH:29][C:26]=1[CH:27]=O.C(N(CC)CC)C.C(O[BH-](OC(=O)C)OC(=O)C)(=O)C.[Na+]. Given the product [CH3:20][O:21][C:22]1[CH:36]=[CH:35][CH:34]=[CH:33][C:23]=1[O:24][C:25]1[CH:32]=[CH:31][CH:30]=[CH:29][C:26]=1[CH2:27][N:10]1[CH2:11][CH2:12][C:7]2([CH2:2][CH2:3][N:4]([C:13]([O:15][C:16]([CH3:19])([CH3:18])[CH3:17])=[O:14])[CH2:5][CH2:6]2)[CH2:8][CH2:9]1, predict the reactants needed to synthesize it. (3) Given the product [C:11]([C:14]([C@@H:27]1[CH2:31][CH2:30][N:29]([CH2:23][CH2:22][C:21]2[CH:14]=[CH:15][C:16]3[O:10][CH2:8][CH2:6][C:4]=3[CH:1]=2)[CH2:28]1)([C:21]1[CH:22]=[CH:23][CH:24]=[CH:25][CH:26]=1)[C:15]1[CH:20]=[CH:19][CH:18]=[CH:17][CH:16]=1)(=[O:13])[NH2:12], predict the reactants needed to synthesize it. The reactants are: [C:1]([CH:4]([CH:6]([C:8]([OH:10])=O)O)O)(O)=O.[C:11]([C:14]([C@@H:27]1[CH2:31][CH2:30][NH:29][CH2:28]1)([C:21]1[CH:26]=[CH:25][CH:24]=[CH:23][CH:22]=1)[C:15]1[CH:20]=[CH:19][CH:18]=[CH:17][CH:16]=1)(=[O:13])[NH2:12]. (4) Given the product [C:17]([NH:20][C:21]1[CH:22]=[CH:23][C:24]([C:25]([NH:1][C:2]2[CH:7]=[CH:6][C:5]([F:8])=[CH:4][C:3]=2[NH2:9])=[O:27])=[CH:28][CH:29]=1)(=[O:19])[CH3:18], predict the reactants needed to synthesize it. The reactants are: [NH2:1][C:2]1[CH:7]=[CH:6][C:5]([F:8])=[CH:4][C:3]=1[NH:9]C(=O)OC(C)(C)C.[C:17]([NH:20][C:21]1[CH:29]=[CH:28][C:24]([C:25]([OH:27])=O)=[CH:23][CH:22]=1)(=[O:19])[CH3:18].CN(C(ON1N=NC2C=CC=NC1=2)=[N+](C)C)C.F[P-](F)(F)(F)(F)F.C(N(C(C)C)C(C)C)C. (5) Given the product [C:1]([N:4]1[CH2:5][CH2:6][CH:7]([O:10][C:11]2[CH:16]=[CH:15][C:14]([C:17]3[CH:22]=[CH:21][N:20]=[C:19]([NH:23][C:24]4[CH:29]=[C:28]([O:30][CH3:31])[CH:27]=[C:26]([NH2:32])[CH:25]=4)[N:18]=3)=[CH:13][C:12]=2[C:40]#[N:41])[CH2:8][CH2:9]1)(=[O:3])[CH3:2], predict the reactants needed to synthesize it. The reactants are: [C:1]([N:4]1[CH2:9][CH2:8][CH:7]([O:10][C:11]2[CH:16]=[CH:15][C:14]([C:17]3[CH:22]=[CH:21][N:20]=[C:19]([NH:23][C:24]4[CH:25]=[C:26]([NH:32]C(=O)OC(C)(C)C)[CH:27]=[C:28]([O:30][CH3:31])[CH:29]=4)[N:18]=3)=[CH:13][C:12]=2[C:40]#[N:41])[CH2:6][CH2:5]1)(=[O:3])[CH3:2].C(O)(C(F)(F)F)=O.